The task is: Predict the product of the given reaction.. This data is from Forward reaction prediction with 1.9M reactions from USPTO patents (1976-2016). (1) The product is: [NH2:13][C@H:12]([CH2:16][OH:15])[CH2:11][CH2:10][C:9]1[C:26]([F:30])=[CH:27][CH:28]=[CH:29][C:8]=1[NH:7][C:5](=[O:6])[C@@H:4]([N:1]=[N+:2]=[N-:3])[C@H:31]([C:39]1[CH:44]=[C:43]([F:45])[CH:42]=[C:41]([F:46])[CH:40]=1)[C:32]1[CH:33]=[CH:34][C:35]([F:38])=[CH:36][CH:37]=1. Given the reactants [N:1]([C@@H:4]([C@H:31]([C:39]1[CH:44]=[C:43]([F:45])[CH:42]=[C:41]([F:46])[CH:40]=1)[C:32]1[CH:37]=[CH:36][C:35]([F:38])=[CH:34][CH:33]=1)[C:5]([NH:7][C:8]1[CH:29]=[CH:28][CH:27]=[C:26]([F:30])[C:9]=1[CH2:10][CH2:11][C@H:12]1[CH2:16][O:15]C(C)(C)[N:13]1C(OC(C)(C)C)=O)=[O:6])=[N+:2]=[N-:3].FC(F)(F)C(O)=O.O, predict the reaction product. (2) Given the reactants Br[C:2]1[CH:3]=[C:4]2[O:10][C:9](=[O:11])[N:8]([CH2:12][CH3:13])[C:5]2=[N:6][CH:7]=1.[CH3:14][C:15]1([CH3:31])[C:19]([CH3:21])([CH3:20])[O:18][B:17]([B:17]2[O:18][C:19]([CH3:21])([CH3:20])[C:15]([CH3:31])([CH3:14])[O:16]2)[O:16]1.ClCCl.C([O-])(=O)C.[K+], predict the reaction product. The product is: [CH2:12]([N:8]1[C:5]2=[N:6][CH:7]=[C:2]([B:17]3[O:18][C:19]([CH3:21])([CH3:20])[C:15]([CH3:31])([CH3:14])[O:16]3)[CH:3]=[C:4]2[O:10][C:9]1=[O:11])[CH3:13]. (3) Given the reactants [Cl:1][C:2]1[CH:7]=[CH:6][C:5]([O:8][CH3:9])=[C:4]([C:10](Cl)([CH3:15])[C:11]([F:14])([F:13])[F:12])[CH:3]=1.[CH3:17][Al](C)C, predict the reaction product. The product is: [Cl:1][C:2]1[CH:7]=[CH:6][C:5]([O:8][CH3:9])=[C:4]([C:10]([CH3:15])([CH3:17])[C:11]([F:14])([F:13])[F:12])[CH:3]=1. (4) Given the reactants [Cl:1][C:2]1[CH:7]=[C:6]([CH:8]([F:10])[F:9])[N:5]=[CH:4][N:3]=1.C(O[Cl:16])(C)(C)C, predict the reaction product. The product is: [Cl:1][C:2]1[CH:7]=[C:6]([C:8]([Cl:16])([F:10])[F:9])[N:5]=[CH:4][N:3]=1. (5) Given the reactants [C:1]([O:5][C:6](=[O:16])[NH:7][C:8]1([C:11]2[S:12][CH:13]=[CH:14][CH:15]=2)[CH2:10][CH2:9]1)([CH3:4])([CH3:3])[CH3:2].C([Li])CCC.[CH2:22]([Sn:26](Cl)([CH2:31][CH2:32][CH2:33][CH3:34])[CH2:27][CH2:28][CH2:29][CH3:30])[CH2:23][CH2:24][CH3:25], predict the reaction product. The product is: [C:1]([O:5][C:6](=[O:16])[NH:7][C:8]1([C:11]2[S:12][C:13]([Sn:26]([CH2:27][CH2:28][CH2:29][CH3:30])([CH2:31][CH2:32][CH2:33][CH3:34])[CH2:22][CH2:23][CH2:24][CH3:25])=[CH:14][CH:15]=2)[CH2:9][CH2:10]1)([CH3:4])([CH3:2])[CH3:3].